From a dataset of TCR-epitope binding with 47,182 pairs between 192 epitopes and 23,139 TCRs. Binary Classification. Given a T-cell receptor sequence (or CDR3 region) and an epitope sequence, predict whether binding occurs between them. (1) The epitope is LLWNGPMAV. The TCR CDR3 sequence is CASSPGLAGGLASTDTQYF. Result: 1 (the TCR binds to the epitope). (2) The epitope is TPQDLNTML. The TCR CDR3 sequence is CASSSGMNTGELFF. Result: 0 (the TCR does not bind to the epitope). (3) The epitope is TLDSKTQSL. The TCR CDR3 sequence is CASSQDRDNYGYTF. Result: 0 (the TCR does not bind to the epitope). (4) The epitope is FIAGLIAIV. The TCR CDR3 sequence is CASSPTTAGATDTQYF. Result: 1 (the TCR binds to the epitope). (5) The epitope is HTDFSSEIIGY. The TCR CDR3 sequence is CASSLELGLAEAFF. Result: 0 (the TCR does not bind to the epitope).